This data is from Full USPTO retrosynthesis dataset with 1.9M reactions from patents (1976-2016). The task is: Predict the reactants needed to synthesize the given product. (1) The reactants are: [Br:1][C:2]1[CH:3]=[C:4]2[C:9](=[CH:10][CH:11]=1)[CH:8]=[C:7]([OH:12])[CH:6]=[CH:5]2.[Si:13](Cl)([C:16]([CH3:19])([CH3:18])[CH3:17])([CH3:15])[CH3:14].N1C=CN=C1.O. Given the product [Br:1][C:2]1[CH:3]=[C:4]2[C:9](=[CH:10][CH:11]=1)[CH:8]=[C:7]([O:12][Si:13]([C:16]([CH3:19])([CH3:18])[CH3:17])([CH3:15])[CH3:14])[CH:6]=[CH:5]2, predict the reactants needed to synthesize it. (2) Given the product [CH3:1][C:2]1[CH:3]=[C:4]2[C:8](=[CH:9][CH:10]=1)[NH:7][CH:6]=[C:5]2[CH:13]1[CH2:12][C:11](=[O:17])[NH:15][C:14]1=[O:16], predict the reactants needed to synthesize it. The reactants are: [CH3:1][C:2]1[CH:3]=[C:4]2[C:8](=[CH:9][CH:10]=1)[NH:7][CH:6]=[CH:5]2.[C:11]1(=[O:17])[NH:15][C:14](=[O:16])[CH:13]=[CH:12]1.